This data is from NCI-60 drug combinations with 297,098 pairs across 59 cell lines. The task is: Regression. Given two drug SMILES strings and cell line genomic features, predict the synergy score measuring deviation from expected non-interaction effect. (1) Drug 1: C1=CC(=C2C(=C1NCCNCCO)C(=O)C3=C(C=CC(=C3C2=O)O)O)NCCNCCO. Drug 2: CC12CCC3C(C1CCC2O)C(CC4=C3C=CC(=C4)O)CCCCCCCCCS(=O)CCCC(C(F)(F)F)(F)F. Cell line: MCF7. Synergy scores: CSS=43.2, Synergy_ZIP=-0.406, Synergy_Bliss=-1.14, Synergy_Loewe=8.14, Synergy_HSA=9.32. (2) Drug 1: C(CC(=O)O)C(=O)CN.Cl. Drug 2: C1CN(CCN1C(=O)CCBr)C(=O)CCBr. Cell line: SK-MEL-5. Synergy scores: CSS=26.1, Synergy_ZIP=-9.19, Synergy_Bliss=-3.67, Synergy_Loewe=-13.2, Synergy_HSA=-1.80. (3) Drug 1: C1CC(=O)NC(=O)C1N2CC3=C(C2=O)C=CC=C3N. Drug 2: CCC1(CC2CC(C3=C(CCN(C2)C1)C4=CC=CC=C4N3)(C5=C(C=C6C(=C5)C78CCN9C7C(C=CC9)(C(C(C8N6C=O)(C(=O)OC)O)OC(=O)C)CC)OC)C(=O)OC)O.OS(=O)(=O)O. Cell line: SK-MEL-28. Synergy scores: CSS=8.19, Synergy_ZIP=-9.24, Synergy_Bliss=-1.64, Synergy_Loewe=-25.0, Synergy_HSA=-0.0999. (4) Drug 1: CN(CC1=CN=C2C(=N1)C(=NC(=N2)N)N)C3=CC=C(C=C3)C(=O)NC(CCC(=O)O)C(=O)O. Drug 2: COC1=NC(=NC2=C1N=CN2C3C(C(C(O3)CO)O)O)N. Cell line: BT-549. Synergy scores: CSS=8.77, Synergy_ZIP=-2.90, Synergy_Bliss=1.51, Synergy_Loewe=-17.2, Synergy_HSA=0.200. (5) Drug 1: CC12CCC(CC1=CCC3C2CCC4(C3CC=C4C5=CN=CC=C5)C)O. Drug 2: N.N.Cl[Pt+2]Cl. Cell line: ACHN. Synergy scores: CSS=-0.720, Synergy_ZIP=-0.365, Synergy_Bliss=-2.68, Synergy_Loewe=-3.06, Synergy_HSA=-3.03. (6) Cell line: PC-3. Drug 2: CN(CCCl)CCCl.Cl. Synergy scores: CSS=12.1, Synergy_ZIP=-5.22, Synergy_Bliss=-0.957, Synergy_Loewe=-7.84, Synergy_HSA=-1.08. Drug 1: C1=NC2=C(N=C(N=C2N1C3C(C(C(O3)CO)O)O)F)N. (7) Drug 1: C1CC(=O)NC(=O)C1N2CC3=C(C2=O)C=CC=C3N. Drug 2: C1=CC(=CC=C1CC(C(=O)O)N)N(CCCl)CCCl.Cl. Cell line: HT29. Synergy scores: CSS=14.0, Synergy_ZIP=-2.74, Synergy_Bliss=2.32, Synergy_Loewe=-6.08, Synergy_HSA=-0.631.